This data is from Merck oncology drug combination screen with 23,052 pairs across 39 cell lines. The task is: Regression. Given two drug SMILES strings and cell line genomic features, predict the synergy score measuring deviation from expected non-interaction effect. (1) Synergy scores: synergy=16.8. Cell line: RPMI7951. Drug 2: Cn1c(=O)n(-c2ccc(C(C)(C)C#N)cc2)c2c3cc(-c4cnc5ccccc5c4)ccc3ncc21. Drug 1: N#Cc1ccc(Cn2cncc2CN2CCN(c3cccc(Cl)c3)C(=O)C2)cc1. (2) Drug 1: COc1cccc2c1C(=O)c1c(O)c3c(c(O)c1C2=O)CC(O)(C(=O)CO)CC3OC1CC(N)C(O)C(C)O1. Drug 2: NC(=O)c1cccc2cn(-c3ccc(C4CCCNC4)cc3)nc12. Cell line: T47D. Synergy scores: synergy=21.1. (3) Drug 1: CS(=O)(=O)CCNCc1ccc(-c2ccc3ncnc(Nc4ccc(OCc5cccc(F)c5)c(Cl)c4)c3c2)o1. Drug 2: CNC(=O)c1cc(Oc2ccc(NC(=O)Nc3ccc(Cl)c(C(F)(F)F)c3)cc2)ccn1. Cell line: UWB1289BRCA1. Synergy scores: synergy=11.7.